Dataset: Forward reaction prediction with 1.9M reactions from USPTO patents (1976-2016). Task: Predict the product of the given reaction. (1) Given the reactants [CH:1]([C:4]1[CH:5]=[N:6][N:7]2[C:12]([N:13]([CH3:20])C3C=CC=CC=3)=[N:11][C:10]([S:21][CH3:22])=[N:9][C:8]=12)([CH3:3])[CH3:2].[S:23]1[CH:27]=[CH:26][C:25]([C:28]2[CH:35]=[CH:34][C:31](CN)=[CH:30][CH:29]=2)=[CH:24]1, predict the reaction product. The product is: [CH:1]([C:4]1[CH:5]=[N:6][N:7]2[C:12]([NH:13][CH2:20][C:31]3[CH:30]=[CH:29][C:28]([C:25]4[CH:26]=[CH:27][S:23][CH:24]=4)=[CH:35][CH:34]=3)=[N:11][C:10]([S:21][CH3:22])=[N:9][C:8]=12)([CH3:2])[CH3:3]. (2) Given the reactants [CH2:1]([NH:9][C:10]1[N:15]=[C:14]([N:16]2[CH2:21][CH2:20][CH2:19][N:18]3[C:22](=[O:32])[CH:23]=[C:24]([C:26]4[CH:31]=[CH:30][CH:29]=[CH:28][CH:27]=4)[CH:25]=[C:17]23)[CH:13]=[CH:12][N:11]=1)[CH2:2][C:3]1[CH:8]=[CH:7][CH:6]=[CH:5][CH:4]=1.[Cl:33]C1C=CC=CC=1CCN, predict the reaction product. The product is: [Cl:33][C:4]1[CH:5]=[CH:6][CH:7]=[CH:8][C:3]=1[CH2:2][CH2:1][NH:9][C:10]1[N:15]=[C:14]([N:16]2[CH2:21][CH2:20][CH2:19][N:18]3[C:22](=[O:32])[CH:23]=[C:24]([C:26]4[CH:27]=[CH:28][CH:29]=[CH:30][CH:31]=4)[CH:25]=[C:17]23)[CH:13]=[CH:12][N:11]=1. (3) Given the reactants [C:1]1([CH3:15])[CH:6]=[CH:5][CH:4]=[C:3]([C:7]2[O:11][CH:10]=[N:9][C:8]=2[C:12]([OH:14])=O)[CH:2]=1.CN(C(ON1N=NC2C=CC=CC1=2)=[N+](C)C)C.[B-](F)(F)(F)F.CCN(C(C)C)C(C)C.[NH2:47][C:48]1[C:49]([CH3:57])=[N:50][N:51]([CH2:54][CH2:55][OH:56])[C:52]=1[CH3:53], predict the reaction product. The product is: [OH:56][CH2:55][CH2:54][N:51]1[C:52]([CH3:53])=[C:48]([NH:47][C:12]([C:8]2[N:9]=[CH:10][O:11][C:7]=2[C:3]2[CH:2]=[C:1]([CH3:15])[CH:6]=[CH:5][CH:4]=2)=[O:14])[C:49]([CH3:57])=[N:50]1. (4) Given the reactants I[C:2]1[CH:7]=[CH:6][N:5]=[C:4]([N:8]2[C:12]3[CH2:13][CH2:14][CH2:15][C:11]=3[C:10]([C:16]([NH2:18])=[O:17])=[N:9]2)[CH:3]=1.[C:19]([C@:21]1([OH:28])[CH2:25][CH2:24][N:23]([CH3:26])[C:22]1=[O:27])#[CH:20], predict the reaction product. The product is: [OH:28][C@@:21]1([C:19]#[C:20][C:2]2[CH:7]=[CH:6][N:5]=[C:4]([N:8]3[C:12]4[CH2:13][CH2:14][CH2:15][C:11]=4[C:10]([C:16]([NH2:18])=[O:17])=[N:9]3)[CH:3]=2)[CH2:25][CH2:24][N:23]([CH3:26])[C:22]1=[O:27]. (5) The product is: [Cl:1][C:2]1[CH:11]=[CH:10][C:9]2[C:8](=[O:12])[N:7]([CH2:25][C:24]3[CH:27]=[CH:28][C:21]([O:20][CH3:19])=[CH:22][CH:23]=3)[CH2:6][CH2:5][C:4]=2[N:3]=1. Given the reactants [Cl:1][C:2]1[CH:11]=[CH:10][C:9]2[C:8](=[O:12])[NH:7][CH2:6][CH2:5][C:4]=2[N:3]=1.CC([O-])(C)C.[K+].[CH3:19][O:20][C:21]1[CH:28]=[CH:27][C:24]([CH2:25]Cl)=[CH:23][CH:22]=1, predict the reaction product. (6) Given the reactants [Br:1][C:2]1[CH:3]=[C:4]([CH:8]([C:16]2[CH:21]=[CH:20][CH:19]=[CH:18][C:17]=2[CH3:22])[CH2:9][C:10](N(OC)C)=[O:11])[CH:5]=[CH:6][CH:7]=1.[F:23][C:24]1[CH:29]=[C:28](I)[CH:27]=[C:26]([CH3:31])[N:25]=1, predict the reaction product. The product is: [Br:1][C:2]1[CH:3]=[C:4]([CH:8]([C:16]2[CH:21]=[CH:20][CH:19]=[CH:18][C:17]=2[CH3:22])[CH2:9][C:10]([C:28]2[CH:27]=[C:26]([CH3:31])[N:25]=[C:24]([F:23])[CH:29]=2)=[O:11])[CH:5]=[CH:6][CH:7]=1. (7) Given the reactants [CH3:1][N:2]([CH2:6][CH2:7][C:8]([OH:10])=O)[C:3](=[O:5])[CH3:4].[CH:11]1([NH:14][C:15]([NH:17][C:18]2[CH:23]=[CH:22][C:21]([C:24]3[N:25]=[C:26]([N:33]4[CH2:38][CH2:37][O:36][CH2:35][C@@H:34]4[CH3:39])[C:27]4[CH2:32][NH:31][CH2:30][C:28]=4[N:29]=3)=[CH:20][CH:19]=2)=[O:16])[CH2:13][CH2:12]1, predict the reaction product. The product is: [CH:11]1([NH:14][C:15](=[O:16])[NH:17][C:18]2[CH:19]=[CH:20][C:21]([C:24]3[N:25]=[C:26]([N:33]4[CH2:38][CH2:37][O:36][CH2:35][C@@H:34]4[CH3:39])[C:27]4[CH2:32][N:31]([C:8](=[O:10])[CH2:7][CH2:6][N:2]([CH3:1])[C:3](=[O:5])[CH3:4])[CH2:30][C:28]=4[N:29]=3)=[CH:22][CH:23]=2)[CH2:13][CH2:12]1.